This data is from Full USPTO retrosynthesis dataset with 1.9M reactions from patents (1976-2016). The task is: Predict the reactants needed to synthesize the given product. Given the product [CH3:11][C:8]1[C:6]2[N:7]=[C:2]([C:26]3[CH:27]=[N:28][C:29]([NH2:32])=[N:30][CH:31]=3)[N:3]=[C:4]([N:12]3[CH2:17][CH2:16][O:15][CH2:14][CH2:13]3)[C:5]=2[S:10][CH:9]=1, predict the reactants needed to synthesize it. The reactants are: Cl[C:2]1[N:3]=[C:4]([N:12]2[CH2:17][CH2:16][O:15][CH2:14][CH2:13]2)[C:5]2[S:10][CH:9]=[C:8]([CH3:11])[C:6]=2[N:7]=1.CC1(C)C(C)(C)OB([C:26]2[CH:27]=[N:28][C:29]([NH2:32])=[N:30][CH:31]=2)O1.